This data is from Reaction yield outcomes from USPTO patents with 853,638 reactions. The task is: Predict the reaction yield, written as a fraction of the theoretical maximum amount of product (1.0 means a 100% yield; for example, 0.34 means a 34% yield). (1) The reactants are [CH2:1]([O:3][C:4]1[CH:13]=[C:12]2[C:7]([CH:8]=[CH:9][CH:10]=[C:11]2[NH2:14])=[CH:6][CH:5]=1)[CH3:2].C(O)(C)(C)C.N.[Li]. The catalyst is O1CCCC1. The product is [CH2:1]([O:3][C:4]1[CH2:13][C:12]2[C:11]([NH2:14])=[CH:10][CH:9]=[CH:8][C:7]=2[CH2:6][CH:5]=1)[CH3:2]. The yield is 0.550. (2) The reactants are [OH-].[Na+].[Cl:3][C:4]1[CH:26]=[C:25]([C:27]([NH:29][CH2:30][C:31]2[CH:36]=[CH:35][CH:34]=[C:33]([O:37]C(C3C=CSC=3)=O)[CH:32]=2)=[O:28])[CH:24]=[C:23]([CH3:45])[C:5]=1[C:6]([NH:8][C@H:9]([C:19]([O:21]C)=[O:20])[CH2:10][NH:11][C:12]([C:14]1[CH:18]=[CH:17][S:16][CH:15]=1)=[O:13])=[O:7]. The catalyst is CO. The product is [Cl:3][C:4]1[CH:26]=[C:25]([C:27]([NH:29][CH2:30][C:31]2[CH:36]=[CH:35][CH:34]=[C:33]([OH:37])[CH:32]=2)=[O:28])[CH:24]=[C:23]([CH3:45])[C:5]=1[C:6]([NH:8][C@H:9]([C:19]([OH:21])=[O:20])[CH2:10][NH:11][C:12]([C:14]1[CH:18]=[CH:17][S:16][CH:15]=1)=[O:13])=[O:7]. The yield is 0.590. (3) The reactants are [CH3:1][C@H:2]1[CH2:8][NH:7][CH2:6][C:5]2[CH:9]=[CH:10][C:11]([C:13]([O:15][CH3:16])=[O:14])=[CH:12][C:4]=2[O:3]1.CCN(CC)CC.[CH3:24][O:25][C:26]1[CH:31]=[CH:30][C:29]([S:32](Cl)(=[O:34])=[O:33])=[CH:28][CH:27]=1. The catalyst is C(Cl)Cl.CN(C)C1C=CN=CC=1. The product is [CH3:24][O:25][C:26]1[CH:27]=[CH:28][C:29]([S:32]([N:7]2[CH2:6][C:5]3[CH:9]=[CH:10][C:11]([C:13]([O:15][CH3:16])=[O:14])=[CH:12][C:4]=3[O:3][C@@H:2]([CH3:1])[CH2:8]2)(=[O:34])=[O:33])=[CH:30][CH:31]=1. The yield is 0.450. (4) The reactants are C[O:2][C:3](=[O:24])[C@@H:4]([N:10]1[CH2:14][C:13]([O:15][C:16]2[CH:21]=[CH:20][CH:19]=[CH:18][C:17]=2[Cl:22])=[CH:12][C:11]1=[O:23])[CH2:5][C:6]([F:9])([F:8])[CH3:7].O1CCCC1.O.[OH-].[Li+]. The catalyst is O. The product is [Cl:22][C:17]1[CH:18]=[CH:19][CH:20]=[CH:21][C:16]=1[O:15][C:13]1[CH2:14][N:10]([C@@H:4]([CH2:5][C:6]([F:9])([F:8])[CH3:7])[C:3]([OH:24])=[O:2])[C:11](=[O:23])[CH:12]=1. The yield is 0.960. (5) The reactants are [Si]([O:8][CH:9]([CH2:31][CH2:32][CH2:33][CH2:34][CH2:35][CH2:36][CH2:37]/[CH:38]=[CH:39]\[CH2:40]/[CH:41]=[CH:42]\[CH2:43][CH2:44][CH2:45][CH2:46][CH3:47])[CH2:10][CH:11]([OH:30])[CH2:12][CH2:13][CH2:14][CH2:15][CH2:16][CH2:17][CH2:18][CH2:19]/[CH:20]=[CH:21]\[CH2:22]/[CH:23]=[CH:24]\[CH2:25][CH2:26][CH2:27][CH2:28][CH3:29])(C(C)(C)C)(C)C.[SiH3]O[SiH3]. The catalyst is Cl.CO.CCO. The product is [CH3:47][CH2:46][CH2:45][CH2:44][CH2:43]/[CH:42]=[CH:41]\[CH2:40]/[CH:39]=[CH:38]\[CH2:37][CH2:36][CH2:35][CH2:34][CH2:33][CH2:32][CH2:31][CH:9]([OH:8])[CH2:10][CH:11]([OH:30])[CH2:12][CH2:13][CH2:14][CH2:15][CH2:16][CH2:17][CH2:18][CH2:19]/[CH:20]=[CH:21]\[CH2:22]/[CH:23]=[CH:24]\[CH2:25][CH2:26][CH2:27][CH2:28][CH3:29]. The yield is 0.760. (6) The catalyst is C1COCC1.C(=O)(O)[O-].[Na+]. The yield is 0.239. The product is [C:14]([O:18][C:19](=[O:26])[NH:20][C@H:21]1[CH2:22][C@H:23]([N:8]2[C:5]3=[N:6][CH:7]=[C:2]([Br:1])[CH:3]=[C:4]3[C:10]([F:12])([F:11])[C:9]2=[O:13])[CH2:24]1)([CH3:17])([CH3:15])[CH3:16]. The reactants are [Br:1][C:2]1[CH:3]=[C:4]2[C:10]([F:12])([F:11])[C:9](=[O:13])[NH:8][C:5]2=[N:6][CH:7]=1.[C:14]([O:18][C:19](=[O:26])[NH:20][C@H:21]1[CH2:24][C@@H:23](O)[CH2:22]1)([CH3:17])([CH3:16])[CH3:15].C1(P(C2C=CC=CC=2)C2C=CC=CC=2)C=CC=CC=1.N(C(OC(C)C)=O)=NC(OC(C)C)=O.